This data is from Peptide-MHC class I binding affinity with 185,985 pairs from IEDB/IMGT. The task is: Regression. Given a peptide amino acid sequence and an MHC pseudo amino acid sequence, predict their binding affinity value. This is MHC class I binding data. (1) The peptide sequence is SVKYYGRSTK. The MHC is HLA-A03:01 with pseudo-sequence HLA-A03:01. The binding affinity (normalized) is 0.577. (2) The peptide sequence is SVSVGTGIL. The MHC is HLA-A02:01 with pseudo-sequence HLA-A02:01. The binding affinity (normalized) is 0.195. (3) The MHC is HLA-A11:01 with pseudo-sequence HLA-A11:01. The binding affinity (normalized) is 0.760. The peptide sequence is GQRCHFIKK. (4) The peptide sequence is QLERQNKEL. The MHC is HLA-A02:06 with pseudo-sequence HLA-A02:06. The binding affinity (normalized) is 0.0736.